This data is from Forward reaction prediction with 1.9M reactions from USPTO patents (1976-2016). The task is: Predict the product of the given reaction. (1) Given the reactants [C-]#[N:2].[K+].[C:4]([N:7]1[CH2:12][CH2:11][C:10]2[N:13]([C@H:37]3[CH2:41][CH2:40][O:39][CH2:38]3)[N:14]=[C:15]([N:16]3[C:25]4[C:20](=[CH:21][C:22]([C:26]5[CH:27]=[N:28][N:29]([CH3:31])[CH:30]=5)=[CH:23][CH:24]=4)[CH2:19][CH:18]([CH2:32]S([O-])(=O)=O)[CH2:17]3)[C:9]=2[CH2:8]1)(=[O:6])[CH3:5].O, predict the reaction product. The product is: [C:4]([N:7]1[CH2:12][CH2:11][C:10]2[N:13]([CH:37]3[CH2:41][CH2:40][O:39][CH2:38]3)[N:14]=[C:15]([N:16]3[C:25]4[C:20](=[CH:21][C:22]([C:26]5[CH:27]=[N:28][N:29]([CH3:31])[CH:30]=5)=[CH:23][CH:24]=4)[CH2:19][C@H:18]([C:32]#[N:2])[CH2:17]3)[C:9]=2[CH2:8]1)(=[O:6])[CH3:5].[C:4]([N:7]1[CH2:12][CH2:11][C:10]2[N:13]([CH:37]3[CH2:41][CH2:40][O:39][CH2:38]3)[N:14]=[C:15]([N:16]3[C:25]4[C:20](=[CH:21][C:22]([C:26]5[CH:27]=[N:28][N:29]([CH3:31])[CH:30]=5)=[CH:23][CH:24]=4)[CH2:19][C@H:17]3[CH2:18][C:32]#[N:2])[C:9]=2[CH2:8]1)(=[O:6])[CH3:5]. (2) Given the reactants S(=O)(=O)(O)O.[ClH:6].[CH3:7][N:8]([CH2:10][CH:11]1[CH2:16][CH2:15][CH2:14][CH2:13][C:12]1([C:18]1[CH:19]=[N:20][CH:21]=[CH:22][CH:23]=1)O)[CH3:9].[OH-].[Na+], predict the reaction product. The product is: [ClH:6].[CH3:7][N:8]([CH3:9])[CH2:10][C@@H:11]1[CH2:16][CH2:15][CH2:14][CH2:13][C@H:12]1[C:18]1[CH:19]=[N:20][CH:21]=[CH:22][CH:23]=1. (3) Given the reactants [CH3:1][O:2][C:3]1[CH:10]=[C:9]([O:11]C2CCCCO2)[CH:8]=[C:7]([CH3:18])[C:4]=1[CH:5]=[O:6], predict the reaction product. The product is: [OH:11][C:9]1[CH:8]=[C:7]([CH3:18])[C:4]([CH:5]=[O:6])=[C:3]([O:2][CH3:1])[CH:10]=1. (4) The product is: [Br:18][C:3]1[CH:2]=[C:12]([C:13]([O:15][CH3:16])=[O:14])[C:11]([N:30]2[C:31]3[CH:19]=[CH:20][CH:21]=[CH:22][C:23]=3[C:24]3[C:29]2=[CH:28][CH:27]=[CH:26][CH:25]=3)=[CH:10][C:4]=1[C:5]([O:7][CH3:8])=[O:6]. Given the reactants Br[C:2]1[C:3]([Br:18])=[C:4]([CH:10]=[CH:11][C:12]=1[C:13]([O:15][CH2:16]C)=[O:14])[C:5]([O:7][CH2:8]C)=[O:6].[CH:19]1[C:31]2[NH:30][C:29]3[C:24](=[CH:25][CH:26]=[CH:27][CH:28]=3)[C:23]=2[CH:22]=[CH:21][CH:20]=1.N#N.C1OCCOCCOCCOCCOCCOC1.C(=O)([O-])[O-].[K+].[K+], predict the reaction product. (5) Given the reactants [CH3:1][N:2]1[C:6]2[CH2:7][CH2:8][CH2:9][C:5]=2[C:4]([C:10]2[CH:15]=[CH:14][C:13]([N+:16]([O-])=O)=[CH:12][C:11]=2[CH3:19])=[N:3]1, predict the reaction product. The product is: [CH3:1][N:2]1[C:6]2[CH2:7][CH2:8][CH2:9][C:5]=2[C:4]([C:10]2[CH:15]=[CH:14][C:13]([NH2:16])=[CH:12][C:11]=2[CH3:19])=[N:3]1.